Predict the reactants needed to synthesize the given product. From a dataset of Retrosynthesis with 50K atom-mapped reactions and 10 reaction types from USPTO. Given the product COCC(COC)N1CCc2cc(Nc3ncc(Cl)c(N[C@@H]4CCCC[C@H]4NS(C)(=O)=O)n3)c(OC)cc2CC1, predict the reactants needed to synthesize it. The reactants are: COCC(COC)N1CCc2cc(N)c(OC)cc2CC1.CS(=O)(=O)N[C@@H]1CCCC[C@H]1Nc1nc(Cl)ncc1Cl.